From a dataset of Full USPTO retrosynthesis dataset with 1.9M reactions from patents (1976-2016). Predict the reactants needed to synthesize the given product. Given the product [Cl:1][C:2]1[CH:7]=[CH:6][C:5]([Cl:8])=[CH:4][C:3]=1[C:9]1[N:10]=[C:11]2[CH2:16][CH2:15][CH2:14][CH2:13][N:12]2[C:17]=1[C:18]([O:20][CH2:21][CH3:22])=[O:19], predict the reactants needed to synthesize it. The reactants are: [Cl:1][C:2]1[CH:7]=[CH:6][C:5]([Cl:8])=[CH:4][C:3]=1[C:9]1[N:10]=[C:11]2[CH:16]=[CH:15][CH:14]=[CH:13][N:12]2[C:17]=1[C:18]([O:20][CH2:21][CH3:22])=[O:19].[H][H].